This data is from SARS-CoV-2 main protease (3CLPro) crystallographic fragment screen with 879 compounds. The task is: Binary Classification. Given a drug SMILES string, predict its activity (active/inactive) in a high-throughput screening assay against a specified biological target. (1) The compound is CC(=O)N1c2ccccc2CCC1C. The result is 0 (inactive). (2) The compound is COc1ccc(CC(=O)Nc2nncs2)cc1. The result is 0 (inactive).